From a dataset of Reaction yield outcomes from USPTO patents with 853,638 reactions. Predict the reaction yield, written as a fraction of the theoretical maximum amount of product (1.0 means a 100% yield; for example, 0.34 means a 34% yield). (1) The reactants are [CH3:1][C:2]1[CH:3]=[C:4]([NH2:11])[CH:5]=[CH:6][C:7]=1[N+:8]([O-:10])=[O:9].C(O[CH:15]=[C:16]([C:22]#[N:23])[C:17]([O:19][CH2:20][CH3:21])=[O:18])C.CN(C=O)C.C([O-])([O-])=O.[Cs+].[Cs+]. The catalyst is O. The product is [CH2:20]([O:19][C:17](=[O:18])[C:16]([C:22]#[N:23])=[CH:15][NH:11][C:4]1[CH:5]=[CH:6][C:7]([N+:8]([O-:10])=[O:9])=[C:2]([CH3:1])[CH:3]=1)[CH3:21]. The yield is 0.990. (2) The reactants are [CH2:1]([O:8][C:9]1[CH:22]=[C:21]([O:23][CH2:24][C:25]2[CH:30]=[CH:29][CH:28]=[CH:27][CH:26]=2)[C:20]([Br:31])=[CH:19][C:10]=1[C:11]([NH:13][CH2:14][CH2:15][CH2:16][O:17][CH3:18])=O)[C:2]1[CH:7]=[CH:6][CH:5]=[CH:4][CH:3]=1.P(Cl)(Cl)(Cl)(Cl)Cl.[Si]([N:42]=[N+:43]=[N-:44])(C)(C)C. The catalyst is ClCCl. The product is [CH2:1]([O:8][C:9]1[CH:22]=[C:21]([O:23][CH2:24][C:25]2[CH:30]=[CH:29][CH:28]=[CH:27][CH:26]=2)[C:20]([Br:31])=[CH:19][C:10]=1[C:11]1[N:13]([CH2:14][CH2:15][CH2:16][O:17][CH3:18])[N:44]=[N:43][N:42]=1)[C:2]1[CH:7]=[CH:6][CH:5]=[CH:4][CH:3]=1. The yield is 0.820. (3) The reactants are Cl.[NH2:2][CH:3]([CH2:9][CH2:10][CH2:11][CH3:12])[C:4]([O:6][CH2:7][CH3:8])=[O:5].[O-]S([O-])(=O)=O.[Mg+2].CCN(CC)CC.[CH:26](=O)[C:27]1[CH:32]=[CH:31][CH:30]=[CH:29][CH:28]=1. The catalyst is C(Cl)Cl. The product is [CH:26](=[N:2][CH:3]([CH2:9][CH2:10][CH2:11][CH3:12])[C:4]([O:6][CH2:7][CH3:8])=[O:5])[C:27]1[CH:32]=[CH:31][CH:30]=[CH:29][CH:28]=1. The yield is 0.920. (4) The reactants are C[O:2][C:3]1[CH:4]=[C:5]2[CH:11]=[CH:10][NH:9][C:6]2=[N:7][CH:8]=1.B(Br)(Br)Br. The catalyst is O1CCCC1.C(OCC)(=O)C.O. The product is [NH:9]1[C:6]2=[N:7][CH:8]=[C:3]([OH:2])[CH:4]=[C:5]2[CH:11]=[CH:10]1. The yield is 0.400. (5) The product is [CH:59]([NH:58][C:56]([C:55]1[CH:54]=[C:53]([NH:52][C:18]([C:2]2([CH3:1])[CH2:3][CH2:4][N:5]([C:8]3[C:9]4[C:16]([CH3:17])=[CH:15][NH:14][C:10]=4[N:11]=[CH:12][N:13]=3)[CH2:6][CH2:7]2)=[O:19])[CH:64]=[CH:63][CH:62]=1)=[O:57])([CH3:61])[CH3:60]. The reactants are [CH3:1][C:2]1([C:18](O)=[O:19])[CH2:7][CH2:6][N:5]([C:8]2[C:9]3[C:16]([CH3:17])=[CH:15][NH:14][C:10]=3[N:11]=[CH:12][N:13]=2)[CH2:4][CH2:3]1.CN(C(ON1N=NC2C=CC=NC1=2)=[N+](C)C)C.F[P-](F)(F)(F)(F)F.C(N(CC)CC)C.[NH2:52][C:53]1[CH:54]=[C:55]([CH:62]=[CH:63][CH:64]=1)[C:56]([NH:58][CH:59]([CH3:61])[CH3:60])=[O:57]. The catalyst is CN(C=O)C. The yield is 0.480.